From a dataset of NCI-60 drug combinations with 297,098 pairs across 59 cell lines. Regression. Given two drug SMILES strings and cell line genomic features, predict the synergy score measuring deviation from expected non-interaction effect. Drug 1: CC1CCC2CC(C(=CC=CC=CC(CC(C(=O)C(C(C(=CC(C(=O)CC(OC(=O)C3CCCCN3C(=O)C(=O)C1(O2)O)C(C)CC4CCC(C(C4)OC)OCCO)C)C)O)OC)C)C)C)OC. Drug 2: C(CN)CNCCSP(=O)(O)O. Cell line: SW-620. Synergy scores: CSS=1.11, Synergy_ZIP=-0.587, Synergy_Bliss=-0.480, Synergy_Loewe=-6.07, Synergy_HSA=-1.49.